Dataset: Full USPTO retrosynthesis dataset with 1.9M reactions from patents (1976-2016). Task: Predict the reactants needed to synthesize the given product. (1) Given the product [CH3:21][O:22][C:23]1[CH:24]=[CH:25][C:26]([N:29]2[CH2:34][CH2:33][N:32]([CH2:19][CH2:18][CH2:17][C:9]3[CH:10]=[C:11]([C:12]4[S:13][CH:14]=[CH:15][CH:16]=4)[N:7]([C:1]4[CH:2]=[CH:3][CH:4]=[CH:5][CH:6]=4)[N:8]=3)[CH2:31][CH2:30]2)=[CH:27][CH:28]=1, predict the reactants needed to synthesize it. The reactants are: [C:1]1([N:7]2[C:11]([C:12]3[S:13][CH:14]=[CH:15][CH:16]=3)=[CH:10][C:9]([CH2:17][CH2:18][CH:19]=O)=[N:8]2)[CH:6]=[CH:5][CH:4]=[CH:3][CH:2]=1.[CH3:21][O:22][C:23]1[CH:28]=[CH:27][C:26]([N:29]2[CH2:34][CH2:33][NH:32][CH2:31][CH2:30]2)=[CH:25][CH:24]=1.CCN(C(C)C)C(C)C.[BH-](OC(C)=O)(OC(C)=O)OC(C)=O.[Na+]. (2) Given the product [CH2:10]([N:17]1[CH2:18][CH2:19][N:20]([NH:23][S:24]([CH2:27][CH2:28][NH:29][C:7]([C:5]2[S:6][C:2]([Cl:1])=[CH:3][CH:4]=2)=[O:9])(=[O:26])=[O:25])[CH2:21][CH2:22]1)[C:11]1[CH:12]=[CH:13][CH:14]=[CH:15][CH:16]=1, predict the reactants needed to synthesize it. The reactants are: [Cl:1][C:2]1[S:6][C:5]([C:7]([OH:9])=O)=[CH:4][CH:3]=1.[CH2:10]([N:17]1[CH2:22][CH2:21][N:20]([NH:23][S:24]([CH2:27][CH2:28][NH2:29])(=[O:26])=[O:25])[CH2:19][CH2:18]1)[C:11]1[CH:16]=[CH:15][CH:14]=[CH:13][CH:12]=1. (3) Given the product [C:3]([C:7]1[CH:12]=[CH:11][CH:10]=[CH:9][C:8]=1[N:13]1[CH2:18][CH2:17][N:16]([C:25]([CH:20]2[NH:19][C:23](=[O:24])[CH2:22][CH2:21]2)=[O:26])[CH2:15][CH2:14]1)([CH3:6])([CH3:4])[CH3:5], predict the reactants needed to synthesize it. The reactants are: Cl.Cl.[C:3]([C:7]1[CH:12]=[CH:11][CH:10]=[CH:9][C:8]=1[N:13]1[CH2:18][CH2:17][NH:16][CH2:15][CH2:14]1)([CH3:6])([CH3:5])[CH3:4].[NH:19]1[C:23](=[O:24])[CH2:22][CH2:21][CH:20]1[C:25](O)=[O:26].C(N(CC)CC)C.CCN=C=NCCCN(C)C.C1C=CC2N(O)N=NC=2C=1. (4) The reactants are: [C:1]([O:5][C:6](=[O:39])[N:7]([CH2:28][C:29]1[CH:34]=[CH:33][CH:32]=[C:31]([C:35]([CH3:38])([CH3:37])[CH3:36])[CH:30]=1)[C@@H:8]1[C@@H:13]([OH:14])[C@H:12]([CH2:15][C:16]2[CH:21]=[CH:20][C:19]([N+:22]([O-])=O)=[C:18]([F:25])[CH:17]=2)[CH2:11][S:10](=[O:27])(=[O:26])[CH2:9]1)([CH3:4])([CH3:3])[CH3:2].[BH4-].[Na+]. Given the product [C:1]([O:5][C:6](=[O:39])[N:7]([C@@H:8]1[C@@H:13]([OH:14])[C@H:12]([CH2:15][C:16]2[CH:21]=[CH:20][C:19]([NH2:22])=[C:18]([F:25])[CH:17]=2)[CH2:11][S:10](=[O:27])(=[O:26])[CH2:9]1)[CH2:28][C:29]1[CH:34]=[CH:33][CH:32]=[C:31]([C:35]([CH3:37])([CH3:38])[CH3:36])[CH:30]=1)([CH3:2])([CH3:3])[CH3:4], predict the reactants needed to synthesize it. (5) The reactants are: [CH3:1][O:2][C:3]1[CH:22]=[CH:21][C:6]([C:7]([NH:9][C@H:10]([C:15]2[CH:20]=[CH:19][CH:18]=[CH:17][CH:16]=2)[CH2:11][N:12]=[N+]=[N-])=[O:8])=[CH:5][CH:4]=1. Given the product [CH3:1][O:2][C:3]1[CH:22]=[CH:21][C:6]([C:7]([NH:9][C@H:10]([C:15]2[CH:16]=[CH:17][CH:18]=[CH:19][CH:20]=2)[CH2:11][NH2:12])=[O:8])=[CH:5][CH:4]=1, predict the reactants needed to synthesize it.